From a dataset of Full USPTO retrosynthesis dataset with 1.9M reactions from patents (1976-2016). Predict the reactants needed to synthesize the given product. (1) The reactants are: Cl.[CH3:2][NH:3][OH:4].O.O.O.[C:8]([O-])(=O)[CH3:9].[Na+].[CH2:13]=O.[CH2:15]([O:26][C:27]1[CH:34]=[CH:33][C:30]([CH:31]=[O:32])=[CH:29][CH:28]=1)[CH2:16][CH2:17][CH2:18][CH2:19][CH2:20][CH2:21][CH2:22][CH2:23][CH:24]=[CH2:25]. Given the product [CH3:2][N:3]1[CH2:13][CH2:25][CH:24]([CH:23]([CH2:8][CH3:9])[CH2:22][CH2:21][CH2:20][CH2:19][CH2:18][CH2:17][CH2:16][CH2:15][O:26][C:27]2[CH:28]=[CH:29][C:30]([CH:31]=[O:32])=[CH:33][CH:34]=2)[O:4]1, predict the reactants needed to synthesize it. (2) Given the product [Br:1][C:2]1[CH:3]=[C:4]([N:12]([CH:14]([CH2:16][CH3:17])[CH3:15])[CH3:13])[C:5]([CH3:11])=[C:6]([CH:10]=1)[C:7]([NH:40][CH2:41][C:42]1[C:43](=[O:50])[NH:44][C:45]([CH3:49])=[CH:46][C:47]=1[CH3:48])=[O:9], predict the reactants needed to synthesize it. The reactants are: [Br:1][C:2]1[CH:3]=[C:4]([N:12]([CH:14]([CH2:16][CH3:17])[CH3:15])[CH3:13])[C:5]([CH3:11])=[C:6]([CH:10]=1)[C:7]([OH:9])=O.C(Cl)CCl.C1C=CC2N(O)N=NC=2C=1.CN1CCOCC1.Cl.[NH2:40][CH2:41][C:42]1[C:43](=[O:50])[NH:44][C:45]([CH3:49])=[CH:46][C:47]=1[CH3:48]. (3) Given the product [CH3:16][C:17]([S@:20]([NH:22][CH:11]([C:7]1[CH:8]=[CH:9][CH:10]=[C:5]([O:4][CH2:3][C:2]([F:15])([F:14])[F:1])[CH:6]=1)[CH3:12])=[O:21])([CH3:19])[CH3:18], predict the reactants needed to synthesize it. The reactants are: [F:1][C:2]([F:15])([F:14])[CH2:3][O:4][C:5]1[CH:6]=[C:7]([C:11](=O)[CH3:12])[CH:8]=[CH:9][CH:10]=1.[CH3:16][C:17]([S@:20]([NH2:22])=[O:21])([CH3:19])[CH3:18]. (4) Given the product [O:21]1[C:22]2[C:17](=[CH:16][CH:25]=[CH:24][CH:23]=2)[CH2:18][C@H:19]([OH:57])[C@@H:20]1[C:27]1[CH:32]=[CH:31][CH:30]=[CH:29][CH:28]=1, predict the reactants needed to synthesize it. The reactants are: CCC(C)[BH-](C(C)CC)C(C)CC.[Li+].C[C:16]1[CH:25]=[C:24](C)[CH:23]=[C:22]2[C:17]=1[CH2:18][C:19](=[O:57])[CH:20]([C:27]1[CH:32]=[C:31](OCC3C=CC=CC=3)[C:30](OCC3C=CC=CC=3)=[C:29](OCC3C=CC=CC=3)[CH:28]=1)[O:21]2.O1C2C(=CC=CC=2)CC(O)C1C1C=CC=CC=1. (5) Given the product [NH:11]1[CH:12]=[CH:13][CH:14]=[C:10]1[C:9]1[N:4]2[N:3]=[C:2]([NH:1][C:24](=[O:31])[C:25]3[CH:30]=[CH:29][CH:28]=[N:27][CH:26]=3)[N:22]=[C:5]2[CH:6]=[CH:7][CH:8]=1, predict the reactants needed to synthesize it. The reactants are: [NH2:1][C:2]1[N:22]=[C:5]2[CH:6]=[CH:7][CH:8]=[C:9]([C:10]3[N:11](C(OC(C)(C)C)=O)[CH:12]=[CH:13][CH:14]=3)[N:4]2[N:3]=1.Cl.[C:24](Cl)(=[O:31])[C:25]1[CH:30]=[CH:29][CH:28]=[N:27][CH:26]=1. (6) Given the product [NH:7]1[CH2:6][CH2:5][C:4]2([O:3][C:2](=[O:1])[NH:19][C:18]3[CH:20]=[CH:21][CH:22]=[CH:23][C:17]2=3)[CH2:9][CH2:8]1, predict the reactants needed to synthesize it. The reactants are: [O:1]=[C:2]1[NH:19][C:18]2[CH:20]=[CH:21][CH:22]=[CH:23][C:17]=2[C:4]2([CH2:9][CH2:8][N:7](C(OC(C)(C)C)=O)[CH2:6][CH2:5]2)[O:3]1.FC(F)(F)C(O)=O. (7) Given the product [F:8][C:7]1[C:2]2[NH:1][C:24](=[O:23])[N:10]([CH:11]3[CH2:16][CH2:15][N:14]([CH:17]4[CH2:22][CH2:21][O:20][CH2:19][CH2:18]4)[CH2:13][CH2:12]3)[C:3]=2[CH:4]=[C:5]([CH3:9])[CH:6]=1, predict the reactants needed to synthesize it. The reactants are: [NH2:1][C:2]1[C:7]([F:8])=[CH:6][C:5]([CH3:9])=[CH:4][C:3]=1[NH:10][CH:11]1[CH2:16][CH2:15][N:14]([CH:17]2[CH2:22][CH2:21][O:20][CH2:19][CH2:18]2)[CH2:13][CH2:12]1.[O:23]1CCC[CH2:24]1. (8) Given the product [F:1][C:2]1[CH:7]=[C:6]([C:8]2([C:14]3[CH:15]=[CH:16][CH:17]=[CH:18][CH:19]=3)[CH2:9][CH2:10][CH2:11][CH2:12][CH2:13]2)[CH:5]=[CH:4][C:3]=1[OH:20], predict the reactants needed to synthesize it. The reactants are: [F:1][C:2]1[CH:7]=[C:6]([C:8]2([C:14]3[CH:19]=[CH:18][CH:17]=[CH:16][CH:15]=3)[CH2:13][CH2:12][CH2:11][CH2:10][CH2:9]2)[CH:5]=[CH:4][C:3]=1[O:20]C.[Br-].[Br-].[Br-].B.O.